Dataset: Forward reaction prediction with 1.9M reactions from USPTO patents (1976-2016). Task: Predict the product of the given reaction. (1) Given the reactants C[O:2][C:3](=O)[CH2:4][O:5][C:6]1[CH:11]=[CH:10][C:9]([CH2:12][C:13]2[C:14]([CH2:24][CH3:25])=[N:15][N:16]3[C:21]([CH3:22])=[CH:20][C:19]([CH3:23])=[N:18][C:17]=23)=[CH:8][CH:7]=1.[H-].[H-].[H-].[H-].[Li+].[Al+3], predict the reaction product. The product is: [CH2:24]([C:14]1[C:13]([CH2:12][C:9]2[CH:8]=[CH:7][C:6]([O:5][CH2:4][CH2:3][OH:2])=[CH:11][CH:10]=2)=[C:17]2[N:18]=[C:19]([CH3:23])[CH:20]=[C:21]([CH3:22])[N:16]2[N:15]=1)[CH3:25]. (2) Given the reactants [F:1][C:2]1[CH:7]=[CH:6][C:5]([C:8]2[C:13]([C:14]3[CH:19]=[CH:18][N:17]=[CH:16][CH:15]=3)=[C:12]([C:20]3[CH:25]=[CH:24][C:23]([F:26])=[CH:22][CH:21]=3)[N:11]=[C:10]3[NH:27][N:28]=[CH:29][C:9]=23)=[CH:4][CH:3]=1.[OH-].[K+].I[CH2:33][CH3:34].O, predict the reaction product. The product is: [CH2:33]([N:28]1[CH:29]=[C:9]2[C:10]([N:11]=[C:12]([C:20]3[CH:25]=[CH:24][C:23]([F:26])=[CH:22][CH:21]=3)[C:13]([C:14]3[CH:15]=[CH:16][N:17]=[CH:18][CH:19]=3)=[C:8]2[C:5]2[CH:6]=[CH:7][C:2]([F:1])=[CH:3][CH:4]=2)=[N:27]1)[CH3:34].[CH2:33]([N:27]1[C:10]2=[N:11][C:12]([C:20]3[CH:25]=[CH:24][C:23]([F:26])=[CH:22][CH:21]=3)=[C:13]([C:14]3[CH:15]=[CH:16][N:17]=[CH:18][CH:19]=3)[C:8]([C:5]3[CH:6]=[CH:7][C:2]([F:1])=[CH:3][CH:4]=3)=[C:9]2[CH:29]=[N:28]1)[CH3:34]. (3) Given the reactants Cl.[CH:2]1([CH:5]([C:7]2[CH:12]=[CH:11][CH:10]=[CH:9][CH:8]=2)[NH2:6])[CH2:4][CH2:3]1.[O:13]=[C:14]1[C:18]([C:25]2[CH:30]=[CH:29][CH:28]=[CH:27][CH:26]=2)([C:19]2[CH:24]=[CH:23][CH:22]=[CH:21][CH:20]=2)[CH2:17][CH2:16][N:15]1[CH2:31][C:32](O)=[O:33].C(N=C=NCCCN(C)C)C, predict the reaction product. The product is: [CH:2]1([CH:5]([C:7]2[CH:12]=[CH:11][CH:10]=[CH:9][CH:8]=2)[NH:6][C:32](=[O:33])[CH2:31][N:15]2[CH2:16][CH2:17][C:18]([C:19]3[CH:24]=[CH:23][CH:22]=[CH:21][CH:20]=3)([C:25]3[CH:30]=[CH:29][CH:28]=[CH:27][CH:26]=3)[C:14]2=[O:13])[CH2:3][CH2:4]1. (4) Given the reactants [OH:1][C:2]1[CH:3]=[C:4]([C:8]2([C:22]#[N:23])[CH2:13][CH2:12][N:11]([C:14]3[CH:19]=[CH:18][CH:17]=[CH:16][C:15]=3[O:20][CH3:21])[CH2:10][CH2:9]2)[CH:5]=[CH:6][CH:7]=1.[CH2:24](I)[CH3:25].C(=O)([O-])[O-].[K+].[K+].O, predict the reaction product. The product is: [CH2:24]([O:1][C:2]1[CH:3]=[C:4]([C:8]2([C:22]#[N:23])[CH2:9][CH2:10][N:11]([C:14]3[CH:19]=[CH:18][CH:17]=[CH:16][C:15]=3[O:20][CH3:21])[CH2:12][CH2:13]2)[CH:5]=[CH:6][CH:7]=1)[CH3:25].